From a dataset of Full USPTO retrosynthesis dataset with 1.9M reactions from patents (1976-2016). Predict the reactants needed to synthesize the given product. (1) Given the product [ClH:1].[OH:9][C:10]1[CH:11]=[C:12]([S:16]([N:19]([CH3:32])[C@H:20]2[CH2:24][CH2:23][C@@H:22]([N:25]3[CH2:26][CH2:27][CH:28]([CH3:31])[CH2:29][CH2:30]3)[CH2:21]2)(=[O:18])=[O:17])[CH:13]=[CH:14][CH:15]=1, predict the reactants needed to synthesize it. The reactants are: [ClH:1].C([O:9][C:10]1[CH:11]=[C:12]([S:16]([N:19]([CH3:32])[C@H:20]2[CH2:24][CH2:23][C@@H:22]([N:25]3[CH2:30][CH2:29][CH:28]([CH3:31])[CH2:27][CH2:26]3)[CH2:21]2)(=[O:18])=[O:17])[CH:13]=[CH:14][CH:15]=1)C1C=CC=CC=1. (2) Given the product [Cl:21][C:19]1[N:18]=[CH:17][N:16]=[C:15]([NH:14][C:11]2[CH:12]=[CH:13][C:8]([NH2:7])=[CH:9][CH:10]=2)[CH:20]=1, predict the reactants needed to synthesize it. The reactants are: C(OC(=O)[NH:7][C:8]1[CH:13]=[CH:12][C:11]([NH:14][C:15]2[CH:20]=[C:19]([Cl:21])[N:18]=[CH:17][N:16]=2)=[CH:10][CH:9]=1)(C)(C)C.C(OC(=O)N)(C)(C)C.Cl. (3) Given the product [CH2:1]([N:8]1[C:11]([C:13]2[CH:22]=[CH:21][C:20]3[C:15](=[CH:16][CH:17]=[CH:18][CH:19]=3)[CH:14]=2)=[CH:12][N:10]=[N:9]1)[C:2]1[CH:7]=[CH:6][CH:5]=[CH:4][CH:3]=1, predict the reactants needed to synthesize it. The reactants are: [CH2:1]([N:8]=[N+:9]=[N-:10])[C:2]1[CH:7]=[CH:6][CH:5]=[CH:4][CH:3]=1.[C:11]([C:13]1[CH:22]=[CH:21][C:20]2[C:15](=[CH:16][CH:17]=[CH:18][CH:19]=2)[CH:14]=1)#[CH:12]. (4) Given the product [N+:1]([C:4]1[C:5]([F:15])=[C:6]([Cl:14])[C:7]([F:13])=[C:8]([CH:12]=1)[C:9]([Cl:19])=[O:10])([O-:3])=[O:2], predict the reactants needed to synthesize it. The reactants are: [N+:1]([C:4]1[C:5]([F:15])=[C:6]([Cl:14])[C:7]([F:13])=[C:8]([CH:12]=1)[C:9](O)=[O:10])([O-:3])=[O:2].C(Cl)(=O)C([Cl:19])=O. (5) The reactants are: [OH:1][NH:2][C:3]([NH2:5])=[O:4].CO.CO[CH:10](OC)[CH2:11][C:12](=O)[CH2:13][CH3:14].C(O)C.[ClH:21]. Given the product [ClH:21].[CH2:13]([C:12]1[N:5]=[C:3]([OH:4])[N+:2]([O-:1])=[CH:10][CH:11]=1)[CH3:14], predict the reactants needed to synthesize it. (6) Given the product [CH3:10][N:11]1[CH2:16][CH2:15][N:14]([CH2:2][CH2:3][CH2:4][C:5]([O:7][CH2:8][CH3:9])=[O:6])[CH2:13][CH2:12]1, predict the reactants needed to synthesize it. The reactants are: Br[CH2:2][CH2:3][CH2:4][C:5]([O:7][CH2:8][CH3:9])=[O:6].[CH3:10][N:11]1[CH2:16][CH2:15][NH:14][CH2:13][CH2:12]1.C([O-])([O-])=O.[K+].[K+]. (7) Given the product [O:27]1[CH2:28][CH2:29][N:24]([C:4]2[C:5]3[S:10][C:9]([CH2:11][N:12]4[CH2:17][CH2:16][N:15]([S:18]([CH:21]5[CH2:23][CH2:22]5)(=[O:20])=[O:19])[CH2:14][CH2:13]4)=[CH:8][C:6]=3[N:7]=[C:2]([C:34]3[CH:33]=[N:32][C:31]([NH2:30])=[N:36][CH:35]=3)[N:3]=2)[CH2:25][CH2:26]1, predict the reactants needed to synthesize it. The reactants are: Cl[C:2]1[N:3]=[C:4]([N:24]2[CH2:29][CH2:28][O:27][CH2:26][CH2:25]2)[C:5]2[S:10][C:9]([CH2:11][N:12]3[CH2:17][CH2:16][N:15]([S:18]([CH:21]4[CH2:23][CH2:22]4)(=[O:20])=[O:19])[CH2:14][CH2:13]3)=[CH:8][C:6]=2[N:7]=1.[NH2:30][C:31]1[N:36]=[CH:35][C:34](B2OC(C)(C)C(C)(C)O2)=[CH:33][N:32]=1.